Dataset: Forward reaction prediction with 1.9M reactions from USPTO patents (1976-2016). Task: Predict the product of the given reaction. Given the reactants Cl[C:2]1[C:11]([Cl:12])=[N:10][C:9]2[C:4](=[CH:5][CH:6]=[CH:7][CH:8]=2)[N:3]=1.[N+:13]([C:16]1[CH:17]=[C:18]([S:22]([NH2:25])(=[O:24])=[O:23])[CH:19]=[CH:20][CH:21]=1)([O-:15])=[O:14].C1CCN2C(=NCCC2)CC1.Cl, predict the reaction product. The product is: [Cl:12][C:11]1[C:2]([NH:25][S:22]([C:18]2[CH:19]=[CH:20][CH:21]=[C:16]([N+:13]([O-:15])=[O:14])[CH:17]=2)(=[O:24])=[O:23])=[N:3][C:4]2[C:9]([N:10]=1)=[CH:8][CH:7]=[CH:6][CH:5]=2.